This data is from Forward reaction prediction with 1.9M reactions from USPTO patents (1976-2016). The task is: Predict the product of the given reaction. (1) Given the reactants [Br:1][C:2]1[CH:10]=[C:9]([F:11])[CH:8]=[CH:7][C:3]=1[C:4](O)=[O:5].O1CCCC1.B, predict the reaction product. The product is: [Br:1][C:2]1[CH:10]=[C:9]([F:11])[CH:8]=[CH:7][C:3]=1[CH2:4][OH:5]. (2) Given the reactants [C:1]([C:3]1[CH:8]=[CH:7][CH:6]=[CH:5][C:4]=1[F:9])#[CH:2].[Li]CCCC.Cl[C:16]([O:18][CH2:19][CH3:20])=[O:17], predict the reaction product. The product is: [F:9][C:4]1[CH:5]=[CH:6][CH:7]=[CH:8][C:3]=1[C:1]#[C:2][C:16]([O:18][CH2:19][CH3:20])=[O:17]. (3) Given the reactants [Br:1][C:2]1[CH:11]=[CH:10][C:5]2[C:6](=[O:9])[O:7][CH2:8][C:4]=2[CH:3]=1.C1C(=O)N([I:19])C(=O)C1.CCOC(C)=O, predict the reaction product. The product is: [Br:1][C:2]1[CH:11]=[CH:10][C:5]2[C:6](=[O:9])[O:7][CH2:8][C:4]=2[C:3]=1[I:19]. (4) Given the reactants [CH2:1]([N:5]1[C:9](=[O:10])[C:8]([C:11]2[CH:16]=[CH:15][CH:14]=[CH:13][CH:12]=2)=[C:7](Cl)[C:6]1=[O:18])[CH2:2][CH2:3][CH3:4].[CH3:19][O:20][C:21]1[CH:27]=[CH:26][C:24]([NH2:25])=[CH:23][CH:22]=1, predict the reaction product. The product is: [CH2:1]([N:5]1[C:9](=[O:10])[C:8]([C:11]2[CH:16]=[CH:15][CH:14]=[CH:13][CH:12]=2)=[C:7]([NH:25][C:24]2[CH:26]=[CH:27][C:21]([O:20][CH3:19])=[CH:22][CH:23]=2)[C:6]1=[O:18])[CH2:2][CH2:3][CH3:4]. (5) Given the reactants C[O:2][C:3](=O)[C:4]1[CH:9]=[C:8]([O:10][CH3:11])[CH:7]=[C:6]([F:12])[C:5]=1[F:13].[Li+].[BH4-], predict the reaction product. The product is: [F:13][C:5]1[C:6]([F:12])=[CH:7][C:8]([O:10][CH3:11])=[CH:9][C:4]=1[CH2:3][OH:2]. (6) The product is: [CH2:28]([O:27][C:25](=[O:26])[CH2:24][N:14]1[CH2:13][CH2:12][N:11]([C:9](=[O:10])[CH2:8][CH:7]([C:1]2[CH:2]=[CH:3][CH:4]=[CH:5][CH:6]=2)[C:17]2[CH:22]=[CH:21][CH:20]=[CH:19][CH:18]=2)[CH2:16][CH2:15]1)[CH3:29]. Given the reactants [C:1]1([CH:7]([C:17]2[CH:22]=[CH:21][CH:20]=[CH:19][CH:18]=2)[CH2:8][C:9]([N:11]2[CH2:16][CH2:15][NH:14][CH2:13][CH2:12]2)=[O:10])[CH:6]=[CH:5][CH:4]=[CH:3][CH:2]=1.Br[CH2:24][C:25]([O:27][CH2:28][CH3:29])=[O:26].C([O-])([O-])=O.[K+].[K+].O, predict the reaction product.